From a dataset of CYP3A4 inhibition data for predicting drug metabolism from PubChem BioAssay. Regression/Classification. Given a drug SMILES string, predict its absorption, distribution, metabolism, or excretion properties. Task type varies by dataset: regression for continuous measurements (e.g., permeability, clearance, half-life) or binary classification for categorical outcomes (e.g., BBB penetration, CYP inhibition). Dataset: cyp3a4_veith. (1) The compound is O=C(Nc1cccc(C(F)(F)F)c1)C1CCCN(S(=O)(=O)c2cnc[nH]2)C1. The result is 1 (inhibitor). (2) The compound is O=C(Nc1ccccn1)c1ccco1. The result is 0 (non-inhibitor). (3) The molecule is C[C@H]1COC(=O)C/C=C\[C@@H](C)COC(=O)[C@H](C)NC1=O. The result is 0 (non-inhibitor).